Task: Predict which catalyst facilitates the given reaction.. Dataset: Catalyst prediction with 721,799 reactions and 888 catalyst types from USPTO (1) Reactant: C[O:2][C:3](=[O:38])[CH:4]([N:19]([S:21]([C:24]1[CH:29]=[CH:28][C:27]([C:30]2[CH:35]=[CH:34][C:33]([O:36][CH3:37])=[CH:32][CH:31]=2)=[CH:26][CH:25]=1)(=[O:23])=[O:22])[CH3:20])[CH:5]1[CH2:10][CH2:9][N:8]([CH2:11][CH2:12][C:13]2[CH:18]=[CH:17][CH:16]=[CH:15][CH:14]=2)[CH2:7][CH2:6]1.[OH-].[Na+].CO.Cl. Product: [CH3:37][O:36][C:33]1[CH:34]=[CH:35][C:30]([C:27]2[CH:26]=[CH:25][C:24]([S:21]([N:19]([CH:4]([CH:5]3[CH2:6][CH2:7][N:8]([CH2:11][CH2:12][C:13]4[CH:18]=[CH:17][CH:16]=[CH:15][CH:14]=4)[CH2:9][CH2:10]3)[C:3]([OH:38])=[O:2])[CH3:20])(=[O:22])=[O:23])=[CH:29][CH:28]=2)=[CH:31][CH:32]=1. The catalyst class is: 7. (2) The catalyst class is: 3. Product: [NH2:63][CH2:62][CH2:61][NH:64][C:16](=[O:17])[CH:15]([OH:19])[CH2:14][N:13]([C:10]1[N:11]=[CH:12][C:3]2[C:4]([N:9]=1)=[N:5][C:6]([NH2:8])=[N:7][C:2]=2[NH2:1])[CH2:20][C:21]1[C:30]2[C:25](=[CH:26][CH:27]=[CH:28][CH:29]=2)[CH:24]=[CH:23][C:22]=1[O:31][CH2:32][CH3:33]. Reactant: [NH2:1][C:2]1[N:7]=[C:6]([NH2:8])[N:5]=[C:4]2[N:9]=[C:10]([N:13]([CH2:20][C:21]3[C:30]4[C:25](=[CH:26][CH:27]=[CH:28][CH:29]=4)[CH:24]=[CH:23][C:22]=3[O:31][CH2:32][CH3:33])[CH2:14][CH:15]([OH:19])[C:16](O)=[O:17])[N:11]=[CH:12][C:3]=12.CN([P+](Br)(N(C)C)N(C)C)C.F[P-](F)(F)(F)(F)F.CCN(C(C)C)C(C)C.[CH2:61]([NH2:64])[CH2:62][NH2:63].